From a dataset of Retrosynthesis with 50K atom-mapped reactions and 10 reaction types from USPTO. Predict the reactants needed to synthesize the given product. (1) The reactants are: CC(N)=S.CCOC(=O)C(Cl)C(=O)c1cccc(F)c1. Given the product CCOC(=O)c1sc(C)nc1-c1cccc(F)c1, predict the reactants needed to synthesize it. (2) Given the product FC(F)(F)Oc1ccc(Nc2cc(N3CCCC3)cc(Cl)n2)cc1, predict the reactants needed to synthesize it. The reactants are: Clc1cc(N2CCCC2)cc(Cl)n1.Nc1ccc(OC(F)(F)F)cc1. (3) Given the product COc1ccc(C2CCCCC2)c2sc(NC(=O)c3ccc(CCl)cc3)nc12, predict the reactants needed to synthesize it. The reactants are: COc1ccc(C2CCCCC2)c2sc(N)nc12.O=C(Cl)c1ccc(CCl)cc1. (4) The reactants are: CC(C)(C)OC(=O)N1CCCC(c2ccc(Br)cc2)C1.CN1CCNCC1. Given the product CN1CCN(c2ccc(C3CCCN(C(=O)OC(C)(C)C)C3)cc2)CC1, predict the reactants needed to synthesize it.